Predict the reaction yield, written as a fraction of the theoretical maximum amount of product (1.0 means a 100% yield; for example, 0.34 means a 34% yield). From a dataset of Reaction yield outcomes from USPTO patents with 853,638 reactions. (1) The reactants are [NH2:1][C:2]1[C:7]([NH2:8])=[C:6]([NH:9][C@@H:10]2[C@@H:15]3[CH2:16][C@@H:12]([CH:13]=[CH:14]3)[C@@H:11]2[C:17]([NH2:19])=[O:18])[C:5]([Br:20])=[CH:4][N:3]=1.C(OC([N:28]1[CH2:33][CH2:32][C:31]2([CH2:38][CH2:37][C:36]3[CH:39]=[C:40]([C:43](O)=O)[CH:41]=[CH:42][C:35]=3[O:34]2)[CH2:30][CH2:29]1)=O)(C)(C)C. No catalyst specified. The product is [Br:20][C:5]1[C:6]([NH:9][C@@H:10]2[C@@H:15]3[CH2:16][C@@H:12]([CH:13]=[CH:14]3)[C@@H:11]2[C:17]([NH2:19])=[O:18])=[C:7]2[N:8]=[C:43]([C:40]3[CH:39]=[C:36]4[C:35](=[CH:42][CH:41]=3)[O:34][C:31]3([CH2:30][CH2:29][NH:28][CH2:33][CH2:32]3)[CH2:38][CH2:37]4)[NH:1][C:2]2=[N:3][CH:4]=1. The yield is 0.470. (2) The reactants are [NH2:1][C:2]1[N:3]=[C:4]2[C:10]([C:11](=[O:16])[C:12]([CH3:15])([CH3:14])[CH3:13])=[CH:9][N:8]([CH2:17][O:18][CH2:19][CH2:20][Si:21]([CH3:24])([CH3:23])[CH3:22])[C:5]2=[N:6][CH:7]=1.[CH:25]1([N:31]=[C:32]=[O:33])[CH2:30][CH2:29][CH2:28][CH2:27][CH2:26]1. The catalyst is ClC(Cl)C. The product is [CH:25]1([NH:31][C:32]([NH:1][C:2]2[N:3]=[C:4]3[C:10]([C:11](=[O:16])[C:12]([CH3:13])([CH3:14])[CH3:15])=[CH:9][N:8]([CH2:17][O:18][CH2:19][CH2:20][Si:21]([CH3:23])([CH3:22])[CH3:24])[C:5]3=[N:6][CH:7]=2)=[O:33])[CH2:30][CH2:29][CH2:28][CH2:27][CH2:26]1. The yield is 0.760. (3) The reactants are [C:1]([N:8]1[CH:12]=[CH:11]N=[CH:9]1)([N:3]1C=CN=C1)=[S:2].N1CC[O:16][CH2:15]C1. The product is [N:8]1([C:1](=[S:2])[NH2:3])[CH2:12][CH2:11][O:16][CH2:15][CH2:9]1. The yield is 0.280. The catalyst is C1COCC1. (4) The reactants are [C:1]([C:3]1[CH:4]=[N:5][CH:6]=[CH:7][CH:8]=1)#[CH:2].[N:9]1[CH:14]=[CH:13][CH:12]=[CH:11][C:10]=1[CH2:15][O:16][C:17]1[CH:22]=[CH:21][C:20]([CH2:23][C:24](Cl)=[N:25][OH:26])=[CH:19][CH:18]=1.C(N(CC)CC)C. The catalyst is O1CCCC1. The product is [N:9]1[CH:14]=[CH:13][CH:12]=[CH:11][C:10]=1[CH2:15][O:16][C:17]1[CH:22]=[CH:21][C:20]([CH2:23][C:24]2[CH:2]=[C:1]([C:3]3[CH:4]=[N:5][CH:6]=[CH:7][CH:8]=3)[O:26][N:25]=2)=[CH:19][CH:18]=1. The yield is 0.430. (5) The reactants are [C:1]([O:5][C:6](=[O:14])[NH:7][C@@H:8]1[CH2:12][O:11][CH2:10][C@H:9]1[NH2:13])([CH3:4])([CH3:3])[CH3:2].[F:15][C:16]1[CH:29]=[CH:28][C:19]([CH2:20][CH:21]2[CH2:26][CH2:25][C:24](=O)[CH2:23][CH2:22]2)=[CH:18][CH:17]=1.C(O[BH-](OC(=O)C)OC(=O)C)(=O)C.[Na+].Cl.[OH-].[Na+]. The catalyst is ClCCCl. The product is [F:15][C:16]1[CH:29]=[CH:28][C:19]([CH2:20][CH:21]2[CH2:26][CH2:25][CH:24]([NH:13][C@@H:9]3[CH2:10][O:11][CH2:12][C@H:8]3[NH:7][C:6](=[O:14])[O:5][C:1]([CH3:4])([CH3:2])[CH3:3])[CH2:23][CH2:22]2)=[CH:18][CH:17]=1. The yield is 0.530.